From a dataset of Forward reaction prediction with 1.9M reactions from USPTO patents (1976-2016). Predict the product of the given reaction. Given the reactants [I:1][C:2]1[CH:3]=[N:4][NH:5][CH:6]=1.Br[CH2:8][CH:9]1[CH2:11][CH2:10]1.C(=O)([O-])[O-].[Cs+].[Cs+], predict the reaction product. The product is: [CH:9]1([CH2:8][N:4]2[CH:3]=[C:2]([I:1])[CH:6]=[N:5]2)[CH2:11][CH2:10]1.